This data is from Catalyst prediction with 721,799 reactions and 888 catalyst types from USPTO. The task is: Predict which catalyst facilitates the given reaction. The catalyst class is: 16. Product: [CH2:14]([O:21][CH2:22][CH2:23][CH2:24][O:11][C:4]1[C:5]([OH:10])=[C:6]([CH:9]=[C:2]([Cl:1])[CH:3]=1)[CH:7]=[O:8])[C:15]1[CH:20]=[CH:19][CH:18]=[CH:17][CH:16]=1. Reactant: [Cl:1][C:2]1[CH:3]=[C:4]([OH:11])[C:5]([OH:10])=[C:6]([CH:9]=1)[CH:7]=[O:8].[H-].[Na+].[CH2:14]([O:21][CH2:22][CH2:23][CH2:24]Br)[C:15]1[CH:20]=[CH:19][CH:18]=[CH:17][CH:16]=1.